From a dataset of Catalyst prediction with 721,799 reactions and 888 catalyst types from USPTO. Predict which catalyst facilitates the given reaction. (1) Reactant: C[O:2][C:3]([C:5]1[C:6]([C:18](OC)=[O:19])=[C:7]([CH3:17])[N:8]2[C:16]3[CH:15]=[CH:14][CH:13]=[CH:12][C:11]=3[CH2:10][C:9]=12)=O.[H-].[H-].[H-].[H-].[Li+].[Al+3].O.[OH-].[Na+]. Product: [OH:19][CH2:18][C:6]1[C:5]([CH2:3][OH:2])=[C:9]2[CH2:10][C:11]3[CH:12]=[CH:13][CH:14]=[CH:15][C:16]=3[N:8]2[C:7]=1[CH3:17]. The catalyst class is: 363. (2) Reactant: Br[C:2]1[CH:7]=[CH:6][CH:5]=[C:4]([Br:8])[CH:3]=1.C([Li])CCC.CCCCCC.[O:20]1[CH:25]=[CH:24][C:23](=[O:26])[CH:22]=[CH:21]1. Product: [Br:8][C:4]1[CH:3]=[C:2]([C:23]2([OH:26])[CH2:24][CH2:25][O:20][CH2:21][CH2:22]2)[CH:7]=[CH:6][CH:5]=1. The catalyst class is: 1. (3) Reactant: [O:1]=[C:2]1[N:11]([CH2:12][C:13]2[CH:26]=[CH:25][C:16]([C:17]([NH:19][CH2:20][CH2:21][CH2:22][O:23][CH3:24])=[O:18])=[CH:15][CH:14]=2)[C:10](=[O:27])[C:9]2[C:4](=[CH:5][CH:6]=[CH:7][CH:8]=2)[NH:3]1.[CH:28]([C:31]1[CH:38]=[CH:37][C:34]([CH2:35]Br)=[CH:33][CH:32]=1)([CH3:30])[CH3:29].C(=O)([O-])[O-].[K+].[K+]. Product: [CH:28]([C:31]1[CH:38]=[CH:37][C:34]([CH2:35][N:3]2[C:4]3[C:9](=[CH:8][CH:7]=[CH:6][CH:5]=3)[C:10](=[O:27])[N:11]([CH2:12][C:13]3[CH:26]=[CH:25][C:16]([C:17]([NH:19][CH2:20][CH2:21][CH2:22][O:23][CH3:24])=[O:18])=[CH:15][CH:14]=3)[C:2]2=[O:1])=[CH:33][CH:32]=1)([CH3:30])[CH3:29]. The catalyst class is: 454. (4) Product: [NH2:27][C:25]1[CH:24]=[CH:23][C:22]([NH:30][CH2:31][CH3:32])=[C:21]([CH:26]=1)[C:20]([NH:19][C:3]1[C:2]([CH3:1])=[CH:7][C:6]([C:8]([F:17])([C:13]([F:14])([F:15])[F:16])[C:9]([F:11])([F:12])[F:10])=[CH:5][C:4]=1[CH3:18])=[O:33]. Reactant: [CH3:1][C:2]1[CH:7]=[C:6]([C:8]([F:17])([C:13]([F:16])([F:15])[F:14])[C:9]([F:12])([F:11])[F:10])[CH:5]=[C:4]([CH3:18])[C:3]=1[NH:19][C:20](=[O:33])[C:21]1[CH:26]=[C:25]([N+:27]([O-])=O)[CH:24]=[CH:23][C:22]=1[NH:30][CH2:31][CH3:32].[Sn](Cl)(Cl)(Cl)Cl.Cl. The catalyst class is: 32. (5) Reactant: [CH2:1]([O:8][CH2:9][CH:10]1[CH:15]=CC[CH2:12][CH2:11]1)[CH:2]1[CH:7]=[CH:6][CH2:5][CH2:4][CH2:3]1.[C:16]([OH:19])(=O)[CH3:17].C(OO)(=[O:22])C. Product: [O:22]1[CH:5]2[CH:4]1[CH2:3][CH:2]([CH2:1][O:8][CH2:9][CH:10]1[CH2:15][CH2:17][CH:16]3[O:19][CH:12]3[CH2:11]1)[CH2:7][CH2:6]2. The catalyst class is: 13. (6) Reactant: II.FC(F)(F)C(O[I:8](C1C=CC=CC=1)OC(=O)C(F)(F)F)=O.[CH3:24][O:25][C:26]1[CH:31]=[CH:30][C:29]([C:32]2[CH:36]=[C:35]([C:37]([O:39][CH3:40])=[O:38])[O:34][N:33]=2)=[CH:28][CH:27]=1. Product: [I:8][C:31]1[CH:30]=[C:29]([C:32]2[CH:36]=[C:35]([C:37]([O:39][CH3:40])=[O:38])[O:34][N:33]=2)[CH:28]=[CH:27][C:26]=1[O:25][CH3:24]. The catalyst class is: 2. (7) Reactant: Cl.[NH2:2][CH2:3][CH2:4][CH2:5][N:6]1[C:15]2[CH:14]=[CH:13][C:12]([O:16]C)=[CH:11][C:10]=2[C:9]2=[N:18][NH:19][C:20]([CH3:21])=[C:8]2[C:7]1=[O:22].B(Br)(Br)Br. Product: [NH2:2][CH2:3][CH2:4][CH2:5][N:6]1[C:15]2[CH:14]=[CH:13][C:12]([OH:16])=[CH:11][C:10]=2[C:9]2=[N:18][NH:19][C:20]([CH3:21])=[C:8]2[C:7]1=[O:22]. The catalyst class is: 4. (8) Reactant: [F:1][C:2]([F:14])([F:13])[C:3]1[CH:4]=[C:5]([NH2:12])[C:6](=[CH:10][CH:11]=1)[C:7](O)=[O:8].C(O)(=O)C.[O-:19][C:20]#[N:21].[K+].[OH-].[Na+]. Product: [F:1][C:2]([F:14])([F:13])[C:3]1[CH:4]=[C:5]2[C:6]([C:7]([OH:8])=[N:21][C:20]([OH:19])=[N:12]2)=[CH:10][CH:11]=1. The catalyst class is: 6. (9) Reactant: [NH2:1][C:2]1[CH:23]=[CH:22][C:5]([O:6][CH2:7][CH2:8][C:9]2[N:10]=[C:11]([NH:14][C:15](=[O:21])[O:16][C:17]([CH3:20])([CH3:19])[CH3:18])[S:12][CH:13]=2)=[CH:4][CH:3]=1.[CH3:24][C:25]1[CH:30]=[C:29]([C:31]2[CH:36]=[CH:35][C:34]([C:37]([F:40])([F:39])[F:38])=[CH:33][CH:32]=2)[C:28]([C:41](O)=[O:42])=[CH:27][CH:26]=1.ON1C2C=CC=CC=2N=N1.Cl.CN(C)CCCN=C=NCC. Product: [CH3:24][C:25]1[CH:26]=[CH:27][C:28]([C:41]([NH:1][C:2]2[CH:23]=[CH:22][C:5]([O:6][CH2:7][CH2:8][C:9]3[N:10]=[C:11]([NH:14][C:15](=[O:21])[O:16][C:17]([CH3:20])([CH3:18])[CH3:19])[S:12][CH:13]=3)=[CH:4][CH:3]=2)=[O:42])=[C:29]([C:31]2[CH:36]=[CH:35][C:34]([C:37]([F:38])([F:39])[F:40])=[CH:33][CH:32]=2)[CH:30]=1. The catalyst class is: 289. (10) Reactant: C([O:9][CH2:10][C:11]1[CH:15]=[C:14]([C@H:16]2[C@H:21]([O:22][CH2:23][C:24]3[CH:29]=[CH:28][CH:27]=[CH:26][CH:25]=3)[C@@H:20]([O:30][CH2:31][C:32]3[CH:37]=[CH:36][CH:35]=[CH:34][CH:33]=3)[C@H:19]([O:38][CH2:39][C:40]3[CH:45]=[CH:44][CH:43]=[CH:42][CH:41]=3)[C@@H:18]([CH2:46][O:47][CH2:48][C:49]3[CH:54]=[CH:53][CH:52]=[CH:51][CH:50]=3)[O:17]2)[S:13][C:12]=1[Cl:55])(=O)C1C=CC=CC=1. Product: [Cl:55][C:12]1[S:13][C:14]([C@H:16]2[C@H:21]([O:22][CH2:23][C:24]3[CH:25]=[CH:26][CH:27]=[CH:28][CH:29]=3)[C@@H:20]([O:30][CH2:31][C:32]3[CH:37]=[CH:36][CH:35]=[CH:34][CH:33]=3)[C@H:19]([O:38][CH2:39][C:40]3[CH:41]=[CH:42][CH:43]=[CH:44][CH:45]=3)[C@@H:18]([CH2:46][O:47][CH2:48][C:49]3[CH:50]=[CH:51][CH:52]=[CH:53][CH:54]=3)[O:17]2)=[CH:15][C:11]=1[CH2:10][OH:9]. The catalyst class is: 87.